Dataset: Forward reaction prediction with 1.9M reactions from USPTO patents (1976-2016). Task: Predict the product of the given reaction. (1) Given the reactants [C:1]([C:3]1[CH:4]=[C:5]([CH2:10][C:11]([O:13][C:14]([CH3:17])([CH3:16])[CH3:15])=[O:12])[CH:6]=[CH:7][C:8]=1F)#[N:2].[OH:18][C:19]1[CH:28]=[CH:27][C:22]([C:23]([O:25][CH3:26])=[O:24])=[CH:21][CH:20]=1.C([O-])([O-])=O.[K+].[K+], predict the reaction product. The product is: [C:14]([O:13][C:11](=[O:12])[CH2:10][C:5]1[CH:6]=[CH:7][C:8]([O:18][C:19]2[CH:20]=[CH:21][C:22]([C:23]([O:25][CH3:26])=[O:24])=[CH:27][CH:28]=2)=[C:3]([C:1]#[N:2])[CH:4]=1)([CH3:17])([CH3:16])[CH3:15]. (2) Given the reactants [N+:1]([C:4]1[CH:5]=[N:6][NH:7][CH:8]=1)([O-:3])=[O:2].Br[CH2:10][CH2:11][OH:12].C(=O)([O-])[O-].[Cs+].[Cs+], predict the reaction product. The product is: [N+:1]([C:4]1[CH:5]=[N:6][N:7]([CH2:10][CH2:11][OH:12])[CH:8]=1)([O-:3])=[O:2]. (3) Given the reactants Cl[C:2]1[CH:10]=[C:9]2[C:5]([C:6]([C:11]([C:13]3[C:14]([NH:19][CH:20]4[CH2:24][CH2:23][CH2:22][CH2:21]4)=[N:15][CH:16]=[CH:17][CH:18]=3)=[O:12])=[CH:7][NH:8]2)=[CH:4][CH:3]=1.Cl[C:26]1[CH:34]=C2C(C=CN2)=C[CH:27]=1.[Cl:35]C1C=C2C(=CC=1)NC=C2.C1(N)CCCC1.C(N)CC1C=CC=CC=1, predict the reaction product. The product is: [Cl:35][C:3]1[CH:4]=[C:5]2[C:9](=[CH:10][CH:2]=1)[NH:8][CH:7]=[C:6]2[C:11]([C:13]1[C:14]([NH:19][CH2:20][CH2:24][C:23]2[CH:34]=[CH:26][CH:27]=[CH:21][CH:22]=2)=[N:15][CH:16]=[CH:17][CH:18]=1)=[O:12]. (4) Given the reactants CS(O[CH:6]([CH:17]([CH3:19])[CH3:18])[C:7]1[CH:12]=[CH:11][C:10]([NH:13][C:14](=[O:16])[CH3:15])=[CH:9][CH:8]=1)(=O)=O.[NH:20]1[CH:24]=[N:23][CH:22]=[N:21]1.C([O-])([O-])=O.[K+].[K+], predict the reaction product. The product is: [CH3:18][CH:17]([CH3:19])[CH:6]([C:7]1[CH:12]=[CH:11][C:10]([NH:13][C:14](=[O:16])[CH3:15])=[CH:9][CH:8]=1)[N:20]1[CH:24]=[N:23][CH:22]=[N:21]1. (5) Given the reactants [Br:1][C:2]1[CH:9]=[C:8](F)[CH:7]=[CH:6][C:3]=1[CH:4]=[O:5].[CH3:11][O-:12].[Na+].CO, predict the reaction product. The product is: [Br:1][C:2]1[CH:9]=[C:8]([O:12][CH3:11])[CH:7]=[CH:6][C:3]=1[CH:4]=[O:5].